This data is from Catalyst prediction with 721,799 reactions and 888 catalyst types from USPTO. The task is: Predict which catalyst facilitates the given reaction. (1) Product: [ClH:1].[CH3:19][O:18][C:5]1([CH2:4][C:2]#[N:3])[CH2:10][CH2:9][NH:8][CH2:7][CH2:6]1. Reactant: [ClH:1].[C:2]([CH2:4][C:5]1([O:18][CH3:19])[CH2:10][CH2:9][N:8](C(OC(C)(C)C)=O)[CH2:7][CH2:6]1)#[N:3]. The catalyst class is: 12. (2) Reactant: Br[C:2]1[CH:9]=[CH:8][C:5]([C:6]#[N:7])=[CH:4][C:3]=1[CH3:10].[Li]CCCC.[C:16](=[O:18])=[O:17].O. Product: [C:6]([C:5]1[CH:8]=[CH:9][C:2]([C:16]([OH:18])=[O:17])=[C:3]([CH3:10])[CH:4]=1)#[N:7]. The catalyst class is: 11. (3) Reactant: [NH:1]1[C:6]2[N:7]=[CH:8][CH:9]=[CH:10][C:5]=2[C:4](=O)[O:3]C1=O.[NH:13]1C2C=CC=NC=2C(=O)OC1=O.C1(N)CC1. Product: [NH3:1].[NH2:1][C:6]1[C:5]([C:4]([NH2:13])=[O:3])=[CH:10][CH:9]=[CH:8][N:7]=1. The catalyst class is: 14. (4) Reactant: [F:1][C:2]1[CH:3]=[N:4][C:5]2[C:10]([C:11]=1[CH:12]([CH2:28]O)[CH2:13][N:14]1[CH2:19][CH2:18][CH:17]([NH:20][C:21](=[O:27])[O:22][C:23]([CH3:26])([CH3:25])[CH3:24])[CH2:16][CH2:15]1)=[N:9][C:8]([O:30]C)=[CH:7][CH:6]=2.CO.C(N(CC)CC)C.CS(OS(C)(=O)=O)(=O)=O. Product: [F:1][C:2]1[CH:3]=[N:4][C:5]2[CH:6]=[CH:7][C:8](=[O:30])[N:9]3[CH2:28][CH:12]([CH2:13][N:14]4[CH2:19][CH2:18][CH:17]([NH:20][C:21](=[O:27])[O:22][C:23]([CH3:24])([CH3:25])[CH3:26])[CH2:16][CH2:15]4)[C:11]=1[C:10]=23. The catalyst class is: 4.